Predict the reactants needed to synthesize the given product. From a dataset of Full USPTO retrosynthesis dataset with 1.9M reactions from patents (1976-2016). (1) The reactants are: [Cl:1][C:2]1[C:3]([O:21][CH2:22][CH:23](OC)OC)=[CH:4][CH:5]=[C:6]2[C:11]=1[N:10]=[C:9]([C:12]1[S:13][CH:14]=[C:15]([CH:17]([CH3:19])[CH3:18])[N:16]=1)[CH:8]=[C:7]2[OH:20].Cl.[OH2:29]. Given the product [Cl:1][C:2]1[C:3]([O:21][CH2:22][CH2:23][N:10]2[CH2:11][CH2:2][O:29][CH2:8][CH2:9]2)=[CH:4][CH:5]=[C:6]2[C:11]=1[N:10]=[C:9]([C:12]1[S:13][CH:14]=[C:15]([CH:17]([CH3:18])[CH3:19])[N:16]=1)[CH:8]=[C:7]2[OH:20], predict the reactants needed to synthesize it. (2) The reactants are: [CH3:1][O:2][C:3]1[C:11]2[CH:10]=[C:9]([C@H:12]3[CH2:17][CH2:16][NH:15][C@@H:14]([CH3:18])[CH2:13]3)[S:8][C:7]=2[CH:6]=[CH:5][CH:4]=1.CC1(C)CC2C=CC=C(OC[C@@H]3CO3)C=2O1. Given the product [CH3:1][O:2][C:3]1[C:11]2[CH:10]=[C:9]([C@@H:12]3[CH2:17][CH2:16][NH:15][C@@H:14]([CH3:18])[CH2:13]3)[S:8][C:7]=2[CH:6]=[CH:5][CH:4]=1, predict the reactants needed to synthesize it. (3) Given the product [C:1]([NH:5][C:6](=[O:20])[C:7]1[CH:12]=[CH:11][CH:10]=[C:9]([CH2:13][N:14]2[CH2:15][CH2:16][N:17]([C:28](=[O:29])[C:27]3[CH:31]=[CH:32][C:24]([N+:21]([O-:23])=[O:22])=[CH:25][C:26]=3[C:33]([F:34])([F:35])[F:36])[CH2:18][CH2:19]2)[CH:8]=1)([CH3:4])([CH3:2])[CH3:3], predict the reactants needed to synthesize it. The reactants are: [C:1]([NH:5][C:6](=[O:20])[C:7]1[CH:12]=[CH:11][CH:10]=[C:9]([CH2:13][N:14]2[CH2:19][CH2:18][NH:17][CH2:16][CH2:15]2)[CH:8]=1)([CH3:4])([CH3:3])[CH3:2].[N+:21]([C:24]1[CH:32]=[CH:31][C:27]([C:28](O)=[O:29])=[C:26]([C:33]([F:36])([F:35])[F:34])[CH:25]=1)([O-:23])=[O:22].C(N(CC)CC)C.CCCP1(OP(CCC)(=O)OP(CCC)(=O)O1)=O. (4) Given the product [I:1][C:2]1[CH:11]=[CH:10][C:5]([O:6][CH2:7][C:8]2([NH2:9])[CH2:14][CH2:13]2)=[C:4]([CH3:12])[CH:3]=1, predict the reactants needed to synthesize it. The reactants are: [I:1][C:2]1[CH:11]=[CH:10][C:5]([O:6][CH2:7][C:8]#[N:9])=[C:4]([CH3:12])[CH:3]=1.[CH2:13]([Mg]Br)[CH3:14].[OH-].[Na+]. (5) Given the product [C:9]([OH:12])(=[O:11])[CH3:10].[C:13]([OH:16])(=[O:15])[CH3:14].[C:17]([OH:20])(=[O:19])[CH3:18].[C:21]([OH:24])(=[O:23])[CH3:22].[CH2:5]([C@:26]1([O:35][C@H:34]([CH2:36][OH:37])[C@H:32]([OH:33])[C@H:30]([OH:31])[C@H:28]1[OH:29])[OH:27])[CH:6]([CH3:8])[CH3:7], predict the reactants needed to synthesize it. The reactants are: [Mg].II.Br[CH2:5][CH:6]([CH3:8])[CH3:7].[C:9]([OH:12])(=[O:11])[CH3:10].[C:13]([OH:16])(=[O:15])[CH3:14].[C:17]([OH:20])(=[O:19])[CH3:18].[C:21]([OH:24])(=[O:23])[CH3:22].Br[C@@:26]1([O:35][C@H:34]([CH2:36][OH:37])[C@H:32]([OH:33])[C@H:30]([OH:31])[C@H:28]1[OH:29])[OH:27].